From a dataset of Catalyst prediction with 721,799 reactions and 888 catalyst types from USPTO. Predict which catalyst facilitates the given reaction. (1) Reactant: Br[CH2:2][CH2:3][CH2:4][CH:5]=[CH2:6].[Mg].[F:8][C:9]([F:19])([F:18])[C:10]1[CH:17]=[CH:16][C:13]([CH:14]=[O:15])=[CH:12][CH:11]=1. Product: [F:8][C:9]([F:18])([F:19])[C:10]1[CH:17]=[CH:16][C:13]([CH:14]([OH:15])[CH2:6][CH2:5][CH2:4][CH:3]=[CH2:2])=[CH:12][CH:11]=1. The catalyst class is: 7. (2) Reactant: [CH2:1](Br)[C:2]1[CH:7]=[CH:6][CH:5]=[CH:4][CH:3]=1.[H-].[Na+].[Br:11][C:12]1[CH:17]=[CH:16][C:15]([C@H:18]2[CH2:23][NH:22][CH2:21][CH2:20][NH:19]2)=[CH:14][CH:13]=1. Product: [CH2:1]([N:19]1[CH2:20][CH2:21][N:22]([CH2:1][C:2]2[CH:7]=[CH:6][CH:5]=[CH:4][CH:3]=2)[CH2:23][C@@H:18]1[C:15]1[CH:14]=[CH:13][C:12]([Br:11])=[CH:17][CH:16]=1)[C:2]1[CH:7]=[CH:6][CH:5]=[CH:4][CH:3]=1. The catalyst class is: 7. (3) Product: [I:1][C:2]1[C:3]([O:11][CH2:12][C:13]([F:16])([F:15])[F:14])=[N:4][CH:5]=[C:6]([CH:10]=1)[C:7]([NH:17][C:18]1[CH:19]=[N:20][CH:21]=[CH:22][CH:23]=1)=[O:9]. The catalyst class is: 3. Reactant: [I:1][C:2]1[C:3]([O:11][CH2:12][C:13]([F:16])([F:15])[F:14])=[N:4][CH:5]=[C:6]([CH:10]=1)[C:7]([OH:9])=O.[NH2:17][C:18]1[CH:19]=[N:20][CH:21]=[CH:22][CH:23]=1.CN(C(ON1N=NC2C=CC=CC1=2)=[N+](C)C)C.[B-](F)(F)(F)F.C(N(CC)C(C)C)(C)C.[OH-].[Na+]. (4) Reactant: [Cl:1][C:2]1[CH:3]=[C:4]([C:9]2[C:18]3[C:13](=[CH:14][CH:15]=[C:16]([C:19]([C:27]4[CH:28]=[N:29][C:30]([Cl:33])=[CH:31][CH:32]=4)([C:21]4[N:22]([CH3:26])[CH:23]=[N:24][CH:25]=4)[OH:20])[CH:17]=3)[N:12]=[C:11]([O:34]C)[CH:10]=2)[CH:5]=[C:6]([Cl:8])[CH:7]=1.Cl. Product: [Cl:1][C:2]1[CH:3]=[C:4]([C:9]2[C:18]3[C:13](=[CH:14][CH:15]=[C:16]([C:19]([C:27]4[CH:28]=[N:29][C:30]([Cl:33])=[CH:31][CH:32]=4)([OH:20])[C:21]4[N:22]([CH3:26])[CH:23]=[N:24][CH:25]=4)[CH:17]=3)[NH:12][C:11](=[O:34])[CH:10]=2)[CH:5]=[C:6]([Cl:8])[CH:7]=1. The catalyst class is: 1. (5) Reactant: C(N(CC)CC)C.Br[CH2:9][C:10]1[CH:15]=[CH:14][CH:13]=[C:12]([Cl:16])[C:11]=1[N+:17]([O-:19])=[O:18].[CH3:20][O:21][C:22](=[O:32])[C:23]1[CH:28]=[C:27]([CH3:29])[C:26]([Br:30])=[C:25]([SH:31])[CH:24]=1. Product: [CH3:20][O:21][C:22](=[O:32])[C:23]1[CH:28]=[C:27]([CH3:29])[C:26]([Br:30])=[C:25]([S:31][CH2:9][C:10]2[CH:15]=[CH:14][CH:13]=[C:12]([Cl:16])[C:11]=2[N+:17]([O-:19])=[O:18])[CH:24]=1. The catalyst class is: 46.